The task is: Predict which catalyst facilitates the given reaction.. This data is from Catalyst prediction with 721,799 reactions and 888 catalyst types from USPTO. (1) Product: [CH3:39][C:33]1[CH:34]=[C:35]([CH3:38])[CH:36]=[CH:37][C:32]=1[CH2:31][N:30]1[C:29](=[O:40])[CH:28]=[CH:27][CH:26]=[C:25]1[C:22]1[CH:21]=[CH:20][C:19]([O:18][C:17]2[CH:16]=[CH:15][C:14]([NH:13][C:5](=[O:11])[O:6][CH2:7][CH2:44][CH2:43][N:45]([CH2:50][CH3:51])[CH2:46][CH3:47])=[CH:42][CH:41]=2)=[CH:24][CH:23]=1. Reactant: ClC(Cl)(O[C:5](=[O:11])[O:6][C:7](Cl)(Cl)Cl)Cl.[NH2:13][C:14]1[CH:42]=[CH:41][C:17]([O:18][C:19]2[CH:24]=[CH:23][C:22]([C:25]3[N:30]([CH2:31][C:32]4[CH:37]=[CH:36][C:35]([CH3:38])=[CH:34][C:33]=4[CH3:39])[C:29](=[O:40])[CH:28]=[CH:27][CH:26]=3)=[CH:21][CH:20]=2)=[CH:16][CH:15]=1.[CH2:43]([N:45]([CH2:50][CH3:51])[CH2:46][CH2:47]CO)[CH3:44]. The catalyst class is: 2. (2) Reactant: [NH2:1][C:2]1[C:6]([C:7]([N:9]2[CH2:14][CH2:13][N:12]([C@H:15]([C:18]3[CH:23]=[CH:22][CH:21]=[CH:20][CH:19]=3)[CH2:16][OH:17])[CH2:11][C@H:10]2[CH3:24])=[O:8])=[CH:5][NH:4][N:3]=1.[CH:25]1([C:28]2[CH:33]=[CH:32][C:31]([C:34](=O)[CH:35]([CH3:42])[C:36](=O)[C:37]([F:40])([F:39])[F:38])=[CH:30][CH:29]=2)[CH2:27][CH2:26]1. Product: [CH:25]1([C:28]2[CH:33]=[CH:32][C:31]([C:34]3[C:35]([CH3:42])=[C:36]([C:37]([F:38])([F:39])[F:40])[N:3]4[N:4]=[CH:5][C:6]([C:7]([N:9]5[CH2:14][CH2:13][N:12]([C@H:15]([C:18]6[CH:23]=[CH:22][CH:21]=[CH:20][CH:19]=6)[CH2:16][OH:17])[CH2:11][C@H:10]5[CH3:24])=[O:8])=[C:2]4[N:1]=3)=[CH:30][CH:29]=2)[CH2:27][CH2:26]1. The catalyst class is: 25. (3) Reactant: [Br:1][C:2]1[CH:7]=[CH:6][C:5]([CH2:8][CH:9]([CH2:13][NH:14][C:15]([O:17][C:18]([CH3:21])([CH3:20])[CH3:19])=[O:16])[C:10]([OH:12])=[O:11])=[CH:4][CH:3]=1.C([O-])([O-])=O.[K+].[K+].[CH:28]1[CH:33]=[CH:32][C:31]([CH2:34]Br)=[CH:30][CH:29]=1. Product: [Br:1][C:2]1[CH:3]=[CH:4][C:5]([CH2:8][CH:9]([CH2:13][NH:14][C:15]([O:17][C:18]([CH3:21])([CH3:20])[CH3:19])=[O:16])[C:10]([O:12][CH2:34][C:31]2[CH:32]=[CH:33][CH:28]=[CH:29][CH:30]=2)=[O:11])=[CH:6][CH:7]=1. The catalyst class is: 163. (4) Reactant: [OH:1][N:2]=[C:3]([CH:5]1[CH2:7][CH2:6]1)[NH2:4].C(O[C:13](=O)[CH2:14][CH:15]1[N:21]=[C:20]([C:22]2[CH:27]=[CH:26][C:25]([Cl:28])=[CH:24][CH:23]=2)[C:19]2=[C:29]([CH3:33])[N:30]([CH3:32])[CH:31]=[C:18]2[N:17]2[C:34]([CH3:37])=[N:35][N:36]=[C:16]12)(C)(C)C.C[O-].[Na+].O. Product: [Cl:28][C:25]1[CH:24]=[CH:23][C:22]([C:20]2[C:19]3=[C:29]([CH3:33])[N:30]([CH3:32])[CH:31]=[C:18]3[N:17]3[C:34]([CH3:37])=[N:35][N:36]=[C:16]3[CH:15]([CH2:14][C:13]3[O:1][N:2]=[C:3]([CH:5]4[CH2:7][CH2:6]4)[N:4]=3)[N:21]=2)=[CH:27][CH:26]=1. The catalyst class is: 60. (5) Reactant: [Br:1][C:2]1[N:7]=[C:6]([C:8]([OH:10])=O)[CH:5]=[CH:4][CH:3]=1.[C:11]([O:15][C:16]([N:18]1[CH2:23][CH2:22][NH:21][CH2:20][CH2:19]1)=[O:17])([CH3:14])([CH3:13])[CH3:12].C1CN([P+](ON2N=NC3C=CC=CC2=3)(N2CCCC2)N2CCCC2)CC1.F[P-](F)(F)(F)(F)F.C1C=CC2N(O)N=NC=2C=1.O.CCN(C(C)C)C(C)C. Product: [C:11]([O:15][C:16]([N:18]1[CH2:23][CH2:22][N:21]([C:8]([C:6]2[CH:5]=[CH:4][CH:3]=[C:2]([Br:1])[N:7]=2)=[O:10])[CH2:20][CH2:19]1)=[O:17])([CH3:14])([CH3:12])[CH3:13]. The catalyst class is: 85. (6) Reactant: [CH:1]1([NH:4][C:5]2[CH:10]=[CH:9][CH:8]=[CH:7][C:6]=2[N+:11]([O-])=O)[CH2:3][CH2:2]1.[H][H]. Product: [CH:1]1([NH:4][C:5]2[C:6]([NH2:11])=[CH:7][CH:8]=[CH:9][CH:10]=2)[CH2:3][CH2:2]1. The catalyst class is: 63. (7) Reactant: [OH:1][C:2]1[C:11]2[C:6](=[CH:7][CH:8]=[CH:9][CH:10]=2)[O:5][C:4](=[O:12])[C:3]=1[CH2:13][C:14]1[CH:22]=[CH:21][CH:20]=[CH:19][C:15]=1[C:16]([OH:18])=[O:17].S(=O)(=O)(O)O.[CH3:28]O. Product: [CH3:28][O:17][C:16](=[O:18])[C:15]1[CH:19]=[CH:20][CH:21]=[CH:22][C:14]=1[CH2:13][C:3]1[C:4](=[O:12])[O:5][C:6]2[C:11]([C:2]=1[OH:1])=[CH:10][CH:9]=[CH:8][CH:7]=2. The catalyst class is: 6. (8) Reactant: [C:1]([O:5][C:6](=[O:38])[NH:7][C@H:8]([C@@H:29]1[CH2:33][C@@H:32]([CH:34]([CH3:36])[CH3:35])[C:31](=[O:37])[O:30]1)[CH2:9][C@H:10]([CH2:14][C:15]1[CH:20]=[C:19]([O:21][CH2:22][CH2:23][CH2:24][O:25][CH3:26])[CH:18]=[C:17]([O:27][CH3:28])[CH:16]=1)[CH:11]([CH3:13])[CH3:12])([CH3:4])([CH3:3])[CH3:2]. Product: [C:1]([O:5][C:6](=[O:38])[NH:7][C@@H:8]([CH2:9][C@H:10]([CH2:14][C:15]1[CH:20]=[C:19]([O:21][CH2:22][CH2:23][CH2:24][O:25][CH3:26])[CH:18]=[C:17]([O:27][CH3:28])[CH:16]=1)[CH:11]([CH3:12])[CH3:13])[C@@H:29]([OH:30])[CH2:33][C@H:32]([C:31](=[O:37])[NH:7][CH2:8][C@H:29]1[CH2:33][CH2:32][CH2:31][O:30]1)[CH:34]([CH3:36])[CH3:35])([CH3:4])([CH3:2])[CH3:3]. The catalyst class is: 52. (9) Reactant: Cl[C:2]1[C:11]([C:12]([OH:14])=[O:13])=[CH:10][C:9]2[C:4](=[CH:5][CH:6]=[C:7]([Cl:15])[CH:8]=2)[N:3]=1.[NH2:16][C@@H:17]([CH2:21][C:22]1[CH:27]=[CH:26][C:25]([O:28][C:29]2[CH:34]=[CH:33][N:32]=[CH:31][C:30]=2[Br:35])=[CH:24][CH:23]=1)[C:18]([OH:20])=[O:19]. Product: [Br:35][C:30]1[CH:31]=[N:32][CH:33]=[CH:34][C:29]=1[O:28][C:25]1[CH:24]=[CH:23][C:22]([CH2:21][C@H:17]([NH:16][C:2]2[C:11]([C:12]([OH:14])=[O:13])=[CH:10][C:9]3[C:4](=[CH:5][CH:6]=[C:7]([Cl:15])[CH:8]=3)[N:3]=2)[C:18]([OH:20])=[O:19])=[CH:27][CH:26]=1. The catalyst class is: 16. (10) Reactant: [CH3:1][N:2]1[C:10]([C:11]([OH:13])=O)=[C:9]2[C:4]([CH:5]=[CH:6][CH:7]=[CH:8]2)=[N:3]1.CN(C=O)C.C(Cl)(=O)C(Cl)=O.[NH2:25][C:26]1[C:31]([Cl:32])=[CH:30][C:29]([CH2:33][C:34]([O:36][CH2:37][CH3:38])=[O:35])=[C:28]([F:39])[CH:27]=1.C(N(CC)CC)C. Product: [Cl:32][C:31]1[C:26]([NH:25][C:11]([C:10]2[N:2]([CH3:1])[N:3]=[C:4]3[C:9]=2[CH:8]=[CH:7][CH:6]=[CH:5]3)=[O:13])=[CH:27][C:28]([F:39])=[C:29]([CH2:33][C:34]([O:36][CH2:37][CH3:38])=[O:35])[CH:30]=1. The catalyst class is: 48.